Predict which catalyst facilitates the given reaction. From a dataset of Catalyst prediction with 721,799 reactions and 888 catalyst types from USPTO. (1) Product: [OH:35][NH:34][C:6](=[O:7])[C@@H:5]([OH:4])[C@@H:9]([CH2:10][CH2:11][CH2:12][CH3:13])[C:14]([N:16]1[CH2:20][CH2:19][CH2:18][C@H:17]1[C:21]([O:23][C:24]([CH3:27])([CH3:26])[CH3:25])=[O:22])=[O:15]. The catalyst class is: 12. Reactant: COC1(C2C=CC=CC=2)[O:7][C:6](=O)[CH:5]([CH:9]([C:14]([N:16]2[CH2:20][CH2:19][CH2:18][C@H:17]2[C:21]([O:23][C:24]([CH3:27])([CH3:26])[CH3:25])=[O:22])=[O:15])[CH2:10][CH2:11][CH2:12][CH3:13])[O:4]1.[NH2:34][OH:35]. (2) Reactant: [OH:1][C:2]1[C:7]([O:8]C)=[CH:6][C:5]([C:10]#[N:11])=[C:4]([C:12]2[CH:17]=[CH:16][CH:15]=[C:14]([C:18]([N:20]3[CH2:25][CH2:24][O:23][CH2:22][CH2:21]3)=[O:19])[CH:13]=2)[C:3]=1[C:26]#[N:27].B(Br)(Br)Br.CO. Product: [OH:1][C:2]1[C:7]([OH:8])=[CH:6][C:5]([C:10]#[N:11])=[C:4]([C:12]2[CH:17]=[CH:16][CH:15]=[C:14]([C:18]([N:20]3[CH2:21][CH2:22][O:23][CH2:24][CH2:25]3)=[O:19])[CH:13]=2)[C:3]=1[C:26]#[N:27]. The catalyst class is: 2. (3) Reactant: [C:1]1([CH:7]([C:17]2[CH:22]=[CH:21][CH:20]=[CH:19][CH:18]=2)[CH2:8][C:9]([N:11]2[CH2:16][CH2:15][NH:14][CH2:13][CH2:12]2)=[O:10])[CH:6]=[CH:5][CH:4]=[CH:3][CH:2]=1.Br[CH2:24][C:25]([O:27][CH2:28][CH3:29])=[O:26].C([O-])([O-])=O.[K+].[K+].O. Product: [CH2:28]([O:27][C:25](=[O:26])[CH2:24][N:14]1[CH2:13][CH2:12][N:11]([C:9](=[O:10])[CH2:8][CH:7]([C:1]2[CH:2]=[CH:3][CH:4]=[CH:5][CH:6]=2)[C:17]2[CH:22]=[CH:21][CH:20]=[CH:19][CH:18]=2)[CH2:16][CH2:15]1)[CH3:29]. The catalyst class is: 3. (4) Reactant: [CH:1]([C:3]1[CH:4]=[C:5]2[C:10](=[CH:11][CH:12]=1)[C:9](=O)[CH2:8][CH2:7][CH2:6]2)=[CH2:2].Cl.[NH2:15][OH:16].C([O-])(=O)C.[Na+]. Product: [CH:1]([C:3]1[CH:4]=[C:5]2[C:10](=[CH:11][CH:12]=1)[C:9](=[N:15][OH:16])[CH2:8][CH2:7][CH2:6]2)=[CH2:2]. The catalyst class is: 5. (5) Reactant: [Cl:1][C:2]1[CH:3]=[C:4]2[C:8](=[CH:9][CH:10]=1)[C:7](=[CH2:11])[CH2:6][CH2:5]2.B1C2CCCC1CCC2.[OH-:21].[Na+].OO. Product: [Cl:1][C:2]1[CH:3]=[C:4]2[C:8](=[CH:9][CH:10]=1)[CH:7]([CH2:11][OH:21])[CH2:6][CH2:5]2. The catalyst class is: 134. (6) Reactant: C(N(CCC)[C:5]1[CH:10]=[CH:9][C:8]([NH:11][C:12](=[O:27])[C:13]2[CH:18]=[CH:17][C:16]([CH2:19][NH:20][CH2:21][C:22]3[NH:23][CH:24]=[CH:25][N:26]=3)=[CH:15][CH:14]=2)=[CH:7][CH:6]=1)CC.[N:31]1[CH:36]=[CH:35][CH:34]=[CH:33][C:32]=1[CH:37]=O.[C:39]([BH3-])#[N:40].[Na+].[OH-].[Na+]. Product: [CH2:6]([N:40]([CH2:39][C:5]1[CH:10]=[CH:9][C:8]([NH:11][C:12](=[O:27])[C:13]2[CH:18]=[CH:17][C:16]([CH2:19][N:20]([CH2:21][C:22]3[NH:23][CH:24]=[CH:25][N:26]=3)[CH2:37][C:32]3[CH:33]=[CH:34][CH:35]=[CH:36][N:31]=3)=[CH:15][CH:14]=2)=[CH:7][CH:6]=1)[CH2:7][CH2:8][CH3:9])[CH2:5][CH3:10]. The catalyst class is: 130. (7) Reactant: Br[CH2:2][C:3]([O:5][CH2:6][CH3:7])=[O:4].[CH3:8][O:9][C:10]1[CH:16]=[CH:15][C:13]([NH2:14])=[CH:12][CH:11]=1.CCN([CH:23]([CH3:25])C)C(C)C. Product: [CH3:8][O:9][C:10]1[CH:16]=[CH:15][C:13]([N:14]([CH2:2][C:3]([O:5][CH2:23][CH3:25])=[O:4])[CH2:2][C:3]([O:5][CH2:6][CH3:7])=[O:4])=[CH:12][CH:11]=1. The catalyst class is: 23. (8) Reactant: C(OCOC([C:9]1[C:14]([F:15])=[C:13]([CH3:16])[CH:12]=[CH:11][C:10]=1[B:17]1[O:21][C:20]([CH3:23])([CH3:22])C(C)(C)[O:18]1)(C)C)C.Cl. Product: [F:15][C:14]1[C:9]2[C:20]([CH3:22])([CH3:23])[O:21][B:17]([OH:18])[C:10]=2[CH:11]=[CH:12][C:13]=1[CH3:16]. The catalyst class is: 1. (9) Reactant: [CH3:1][N:2]1[C:10]2[N:9]=[CH:8][NH:7][C:6]=2[C:5](=[O:11])[NH:4][C:3]1=[O:12].[H-].[Na+].Br[CH2:16][CH2:17][CH2:18][CH2:19][C:20]([N:22]([O:24][CH3:25])[CH3:23])=[O:21].[CH3:26]S(C)=O. Product: [CH3:1][N:2]1[C:10]2[N:9]=[CH:8][N:7]([CH3:26])[C:6]=2[C:5](=[O:11])[N:4]([CH2:16][CH2:17][CH2:18][CH2:19][C:20]([N:22]([O:24][CH3:25])[CH3:23])=[O:21])[C:3]1=[O:12]. The catalyst class is: 6.